From a dataset of Full USPTO retrosynthesis dataset with 1.9M reactions from patents (1976-2016). Predict the reactants needed to synthesize the given product. (1) Given the product [CH3:36][O:35][C:33]([C:32]1[C:3]([OH:2])=[C:5]2[C:6](=[CH:20][N:21]=1)[N:7]([CH2:13][CH:14]1[CH2:19][CH2:18][CH2:17][CH2:16][CH2:15]1)[C:8](=[O:12])[C:9]([Br:11])=[CH:10]2)=[O:34], predict the reactants needed to synthesize it. The reactants are: C[O:2][C:3]([C:5]1[CH:10]=[C:9]([Br:11])[C:8](=[O:12])[N:7]([CH2:13][CH:14]2[CH2:19][CH2:18][CH2:17][CH2:16][CH2:15]2)[C:6]=1[CH2:20][N:21]([CH2:32][C:33]([O:35][CH3:36])=[O:34])S(C1C=CC(C)=CC=1)(=O)=O)=O.C[O-].[Na+].Cl. (2) Given the product [Cl:1][C:2]1[CH:7]=[C:6]([CH3:8])[CH:5]=[CH:4][C:3]=1[NH:9][C:10](=[O:44])[CH2:11][C@@H:12]([C:24]1[C:28]([CH:29]([F:30])[F:31])=[C:27]([C:32]2[CH:36]=[C:35]([C:37]([F:42])([F:43])[C:38]([CH3:41])([CH3:39])[CH3:40])[O:34][N:33]=2)[O:26][N:25]=1)[CH2:13][CH2:14][CH2:15][OH:16], predict the reactants needed to synthesize it. The reactants are: [Cl:1][C:2]1[CH:7]=[C:6]([CH3:8])[CH:5]=[CH:4][C:3]=1[NH:9][C:10](=[O:44])[CH2:11][C@@H:12]([C:24]1[C:28]([CH:29]([F:31])[F:30])=[C:27]([C:32]2[CH:36]=[C:35]([C:37]([F:43])([F:42])[C:38]([CH3:41])([CH3:40])[CH3:39])[O:34][N:33]=2)[O:26][N:25]=1)[CH2:13][CH2:14][CH2:15][O:16]CC1C=CC=CC=1.ClCCl.B(Br)(Br)Br.C(=O)([O-])O.[Na+]. (3) Given the product [C:1]([O:5][C:6]([NH:8][CH:9]([CH2:13][N:14]([CH2:27][CH2:28][CH2:29][CH:30]=[CH2:31])[S:15]([C:18]1[CH:23]=[CH:22][CH:21]=[CH:20][C:19]=1[N+:24]([O-:26])=[O:25])(=[O:17])=[O:16])[C:10]([OH:12])=[O:11])=[O:7])([CH3:4])([CH3:3])[CH3:2], predict the reactants needed to synthesize it. The reactants are: [C:1]([O:5][C:6]([NH:8][C@@H:9]([CH2:13][N:14]([CH2:27][CH2:28][CH2:29][CH:30]=[CH2:31])[S:15]([C:18]1[CH:23]=[CH:22][CH:21]=[CH:20][C:19]=1[N+:24]([O-:26])=[O:25])(=[O:17])=[O:16])[C:10]([OH:12])=[O:11])=[O:7])([CH3:4])([CH3:3])[CH3:2].C(OC([C@@H](CN(CCCC=C)S(C1C=CC=CC=1[N+]([O-])=O)(=O)=O)C(OC)=O)=O)(C)(C)C.C1COCC1.[OH-].[Li+]. (4) Given the product [CH3:1][O:2][C:3](=[O:15])[C:4]1[CH:9]=[CH:8][C:7]([CH2:10][N:18]2[CH2:19][CH2:20][CH2:17][CH2:16]2)=[CH:6][C:5]=1[N+:12]([O-:14])=[O:13], predict the reactants needed to synthesize it. The reactants are: [CH3:1][O:2][C:3](=[O:15])[C:4]1[CH:9]=[CH:8][C:7]([CH2:10]O)=[CH:6][C:5]=1[N+:12]([O-:14])=[O:13].[CH2:16]([N:18](CC)[CH2:19][CH3:20])[CH3:17].C1(C)C=CC(S(Cl)(=O)=O)=CC=1.N1CCCC1. (5) Given the product [N:44]1([CH:41]2[CH2:42][CH2:43][N:38]([C:3](=[O:2])[CH:4]([NH:14][C:15]([N:17]3[CH2:22][CH2:21][CH:20]([N:23]4[CH2:32][C:31]5[C:26](=[CH:27][CH:28]=[CH:29][CH:30]=5)[NH:25][C:24]4=[O:33])[CH2:19][CH2:18]3)=[O:16])[CH2:5][C:6]3[CH:11]=[N:10][C:9]([O:12][CH3:13])=[N:8][CH:7]=3)[CH2:39][CH2:40]2)[CH2:49][CH2:48][CH2:47][CH2:46][CH2:45]1, predict the reactants needed to synthesize it. The reactants are: C[O:2][C:3](=O)[CH:4]([NH:14][C:15]([N:17]1[CH2:22][CH2:21][CH:20]([N:23]2[CH2:32][C:31]3[C:26](=[CH:27][CH:28]=[CH:29][CH:30]=3)[NH:25][C:24]2=[O:33])[CH2:19][CH2:18]1)=[O:16])[CH2:5][C:6]1[CH:7]=[N:8][C:9]([O:12][CH3:13])=[N:10][CH:11]=1.O.[OH-].[Li+].[NH:38]1[CH2:43][CH2:42][CH:41]([N:44]2[CH2:49][CH2:48][CH2:47][CH2:46][CH2:45]2)[CH2:40][CH2:39]1.[PH2](Cl)=O.